Dataset: Forward reaction prediction with 1.9M reactions from USPTO patents (1976-2016). Task: Predict the product of the given reaction. (1) Given the reactants N#N.[Cl:3][C:4]1[C:5]([CH:10]([NH:24][C:25]([CH:27]2[CH2:29][CH2:28]2)=O)[C:11]2[CH:16]=[CH:15][C:14]([O:17][C:18]3[CH:23]=[CH:22][CH:21]=[CH:20][CH:19]=3)=[CH:13][CH:12]=2)=[N:6][CH:7]=[CH:8][N:9]=1.CC#N.CN(C=O)C.O=P(Cl)(Cl)Cl, predict the reaction product. The product is: [Cl:3][C:4]1[C:5]2[N:6]([C:25]([CH:27]3[CH2:29][CH2:28]3)=[N:24][C:10]=2[C:11]2[CH:16]=[CH:15][C:14]([O:17][C:18]3[CH:23]=[CH:22][CH:21]=[CH:20][CH:19]=3)=[CH:13][CH:12]=2)[CH:7]=[CH:8][N:9]=1. (2) Given the reactants Cl[C:2]1[N:11]=[C:10](Cl)[C:9]2[C:4](=[CH:5][CH:6]=[C:7]([Cl:13])[CH:8]=2)[N:3]=1.[O:14]1[CH2:17][C:16]([CH2:20][NH2:21])([CH2:18][NH2:19])[CH2:15]1.[S:22]1(=[O:34])(=[O:33])[C:28]2[CH:29]=[CH:30][CH:31]=[CH:32][C:27]=2[CH2:26][NH:25][CH2:24][CH2:23]1, predict the reaction product. The product is: [NH2:19][CH2:18][C:16]1([CH2:20][NH:21][C:10]2[C:9]3[C:4](=[CH:5][CH:6]=[C:7]([Cl:13])[CH:8]=3)[N:3]=[C:2]([N:25]3[CH2:26][C:27]4[CH:32]=[CH:31][CH:30]=[CH:29][C:28]=4[S:22](=[O:34])(=[O:33])[CH2:23][CH2:24]3)[N:11]=2)[CH2:17][O:14][CH2:15]1. (3) Given the reactants B(Br)(Br)Br.[CH3:5][C:6]1[CH:7]=[C:8]([CH:26]=[C:27]([C:30]([O:32]CC2C=CC=CC=2)=[O:31])[C:28]=1[OH:29])[CH:9]=[C:10]1[S:14][C:13](=[O:15])[N:12]([CH2:16][C:17]2[CH:22]=[CH:21][C:20]([Cl:23])=[C:19]([Cl:24])[CH:18]=2)[C:11]1=[O:25].ClCCl, predict the reaction product. The product is: [CH3:5][C:6]1[CH:7]=[C:8]([CH:26]=[C:27]([C:30]([OH:32])=[O:31])[C:28]=1[OH:29])[CH:9]=[C:10]1[S:14][C:13](=[O:15])[N:12]([CH2:16][C:17]2[CH:22]=[CH:21][C:20]([Cl:23])=[C:19]([Cl:24])[CH:18]=2)[C:11]1=[O:25]. (4) Given the reactants C([N:3]([CH2:6]C)CC)C.[C:8]([NH:11][C@H:12](C(O)=O)[CH2:13][CH2:14][CH2:15][CH2:16][NH2:17])(=[O:10])[CH3:9].[C:29](O[C:29]([O:31][C:32]([CH3:35])([CH3:34])[CH3:33])=[O:30])([O:31][C:32]([CH3:35])([CH3:34])[CH3:33])=[O:30].C(=O)([O-])[OH:37].[Na+], predict the reaction product. The product is: [C:32]([O:31][C:29](=[O:30])[NH:17][CH:16]([C:6](=[O:37])[NH2:3])[CH2:15][CH2:14][CH2:13][CH2:12][NH:11][C:8](=[O:10])[CH3:9])([CH3:33])([CH3:34])[CH3:35]. (5) Given the reactants [C:1]1([C:7]2[CH:8]=[C:9]([OH:13])[CH:10]=[CH:11][CH:12]=2)[CH:6]=[CH:5][CH:4]=[CH:3][CH:2]=1.[P:14](Cl)(Cl)(Cl)=[O:15].Cl.[CH:20]([O:23][C:24](=[O:28])[C@H:25]([CH3:27])[NH2:26])([CH3:22])[CH3:21].FC1C(O)=C(F)C(F)=C(F)C=1F.[F:41][C@:42]1([CH3:58])[C@H:46]([OH:47])[C@@H:45]([CH2:48][OH:49])[O:44][C@H:43]1[N:50]1[CH:57]=[CH:56][C:54](=[O:55])[NH:53][C:51]1=[O:52], predict the reaction product. The product is: [CH:20]([O:23][C:24](=[O:28])[C@@H:25]([NH:26][P:14]([O:13][C:9]1[CH:8]=[C:7]([C:1]2[CH:2]=[CH:3][CH:4]=[CH:5][CH:6]=2)[CH:12]=[CH:11][CH:10]=1)([O:49][CH2:48][C@@H:45]1[C@@H:46]([OH:47])[C@:42]([F:41])([CH3:58])[C@H:43]([N:50]2[CH:57]=[CH:56][C:54](=[O:55])[NH:53][C:51]2=[O:52])[O:44]1)=[O:15])[CH3:27])([CH3:22])[CH3:21]. (6) Given the reactants [Cl:1][C:2]1[CH:7]=[CH:6][C:5]([CH:8]([C:20]2[CH:25]=[CH:24][C:23]([CH2:26][OH:27])=[CH:22][CH:21]=2)[CH2:9][C:10]([C:12]2[CH:13]=[CH:14][C:15](=[O:19])[N:16]([CH3:18])[CH:17]=2)=O)=[C:4]([F:28])[CH:3]=1.Cl.[NH2:30][OH:31].C(=O)([O-])O.[Na+], predict the reaction product. The product is: [Cl:1][C:2]1[CH:7]=[CH:6][C:5]([CH:8]([C:20]2[CH:25]=[CH:24][C:23]([CH2:26][OH:27])=[CH:22][CH:21]=2)[CH2:9]/[C:10](/[C:12]2[CH:13]=[CH:14][C:15](=[O:19])[N:16]([CH3:18])[CH:17]=2)=[N:30]\[OH:31])=[C:4]([F:28])[CH:3]=1. (7) The product is: [CH3:30][O:29][C:27](=[O:28])[NH:21][C:17]1[C:18]([NH2:20])=[N:19][C:14]([N:7]2[C:8]3[C:9](=[N:10][CH:11]=[CH:12][CH:13]=3)[C:5]([CH2:4][C:3]3[CH:22]=[CH:23][CH:24]=[CH:25][C:2]=3[F:1])=[N:6]2)=[N:15][CH:16]=1. Given the reactants [F:1][C:2]1[CH:25]=[CH:24][CH:23]=[CH:22][C:3]=1[CH2:4][C:5]1[C:9]2=[N:10][CH:11]=[CH:12][CH:13]=[C:8]2[N:7]([C:14]2[N:19]=[C:18]([NH2:20])[C:17]([NH2:21])=[CH:16][N:15]=2)[N:6]=1.Cl[C:27]([O:29][CH3:30])=[O:28].C(OCC)(=O)C, predict the reaction product. (8) The product is: [NH2:27][C:25]1[CH:24]=[N:23][N:22]([C:16]2[C:15]([NH:14][S:11]([C:8]3[CH:9]=[CH:10][C:5]([C:1]([CH3:3])([CH3:2])[CH3:4])=[CH:6][CH:7]=3)(=[O:12])=[O:13])=[CH:20][C:19]([Cl:21])=[CH:18][N:17]=2)[CH:26]=1. Given the reactants [C:1]([C:5]1[CH:10]=[CH:9][C:8]([S:11]([NH:14][C:15]2[C:16]([N:22]3[CH:26]=[C:25]([N+:27]([O-])=O)[CH:24]=[N:23]3)=[N:17][CH:18]=[C:19]([Cl:21])[CH:20]=2)(=[O:13])=[O:12])=[CH:7][CH:6]=1)([CH3:4])([CH3:3])[CH3:2], predict the reaction product. (9) Given the reactants Br[CH2:2][C:3]1[C:8]([CH:9]2[CH2:11][CH2:10]2)=[CH:7][CH:6]=[CH:5][C:4]=1[N:12]1[C:16](=[O:17])[N:15]([CH3:18])[N:14]=[N:13]1.[CH3:19][C:20]1[CH:25]=[C:24]([C:26]2[CH:30]=[CH:29][N:28]([CH3:31])[N:27]=2)[CH:23]=[CH:22][C:21]=1[OH:32].C(=O)([O-])[O-].[K+].[K+], predict the reaction product. The product is: [CH:9]1([C:8]2[C:3]([CH2:2][O:32][C:21]3[CH:22]=[CH:23][C:24]([C:26]4[CH:30]=[CH:29][N:28]([CH3:31])[N:27]=4)=[CH:25][C:20]=3[CH3:19])=[C:4]([N:12]3[C:16](=[O:17])[N:15]([CH3:18])[N:14]=[N:13]3)[CH:5]=[CH:6][CH:7]=2)[CH2:11][CH2:10]1. (10) Given the reactants IC1C2C(=O)C3C(=CC=CC=3)NC=2C(C(OC)=O)=CC=1.[I:21][C:22]1[C:23]([C:38]([O:40][CH3:41])=[O:39])=[C:24]([NH:28][C:29]2[CH:37]=[CH:36][CH:35]=[CH:34][C:30]=2[C:31]([OH:33])=O)[CH:25]=[CH:26][CH:27]=1.[K+].[Br-].C(N(CC)CCNC(C1C2NC3C(=CC=CC=3)C(=O)C=2C(I)=CC=1)=O)C.C(N(CC)CCNC(C1NC2C=C(I)C=CC=2N=1)=O)C.IC1C=C2C(=CC=1)N=C(C(OCC)=O)C=C2, predict the reaction product. The product is: [I:21][C:22]1[CH:27]=[CH:26][C:25]2[C:31](=[O:33])[C:30]3[C:29]([NH:28][C:24]=2[C:23]=1[C:38]([O:40][CH3:41])=[O:39])=[CH:37][CH:36]=[CH:35][CH:34]=3.